Regression. Given a peptide amino acid sequence and an MHC pseudo amino acid sequence, predict their binding affinity value. This is MHC class II binding data. From a dataset of Peptide-MHC class II binding affinity with 134,281 pairs from IEDB. (1) The peptide sequence is EKKYFNATQFEPLAA. The MHC is HLA-DQA10101-DQB10501 with pseudo-sequence HLA-DQA10101-DQB10501. The binding affinity (normalized) is 0.357. (2) The peptide sequence is FDPYGATKSATPESA. The MHC is HLA-DQA10501-DQB10301 with pseudo-sequence HLA-DQA10501-DQB10301. The binding affinity (normalized) is 0.715. (3) The MHC is HLA-DQA10101-DQB10501 with pseudo-sequence HLA-DQA10101-DQB10501. The peptide sequence is SQTLELSWNLNGLQAY. The binding affinity (normalized) is 0.701. (4) The peptide sequence is AAFQGAHARFVAAAA. The MHC is HLA-DPA10201-DPB10501 with pseudo-sequence HLA-DPA10201-DPB10501. The binding affinity (normalized) is 0.0578. (5) The peptide sequence is FFQMTNTNPDQKCIT. The MHC is DRB5_0101 with pseudo-sequence DRB5_0101. The binding affinity (normalized) is 0.185. (6) The binding affinity (normalized) is 0. The MHC is DRB1_1302 with pseudo-sequence DRB1_1302. The peptide sequence is GKREKKLSEFGKAKG.